This data is from Forward reaction prediction with 1.9M reactions from USPTO patents (1976-2016). The task is: Predict the product of the given reaction. (1) Given the reactants [Br:1][C:2]1[CH:7]=[CH:6][C:5]([C:8]2(O)[C:16]3[C:11](=[CH:12][CH:13]=[CH:14][CH:15]=3)[N:10]([CH:17]([C:24]3[CH:29]=[CH:28][CH:27]=[CH:26][CH:25]=3)[C:18]3[CH:23]=[CH:22][CH:21]=[CH:20][CH:19]=3)[C:9]2=[O:30])=[C:4]([OH:32])[CH:3]=1.FC(F)(F)C(O)=O, predict the reaction product. The product is: [Br:1][C:2]1[CH:7]=[CH:6][C:5]([CH:8]2[C:16]3[C:11](=[CH:12][CH:13]=[CH:14][CH:15]=3)[N:10]([CH:17]([C:24]3[CH:25]=[CH:26][CH:27]=[CH:28][CH:29]=3)[C:18]3[CH:23]=[CH:22][CH:21]=[CH:20][CH:19]=3)[C:9]2=[O:30])=[C:4]([OH:32])[CH:3]=1. (2) The product is: [ClH:1].[ClH:39].[F:31][C:5]1[C:4]([N:32]2[CH2:37][CH2:36][O:35][CH2:34][C@@H:33]2[CH3:38])=[N:3][C:2]([CH3:40])=[N:7][C:6]=1[NH:8][NH2:9]. Given the reactants [Cl:1][C:2]1[N:7]=[C:6]([N:8](C(OC(C)(C)C)=O)[N:9](C(OC(C)(C)C)=O)C(OC(C)(C)C)=O)[C:5]([F:31])=[C:4]([N:32]2[CH2:37][CH2:36][O:35][CH2:34][C@@H:33]2[CH3:38])[N:3]=1.[ClH:39].[CH3:40]COCC, predict the reaction product. (3) Given the reactants Cl.[CH3:2][S:3]([C:6]1[CH:11]=[CH:10][C:9]([C:12]2[CH2:17][CH2:16][CH:15]([O:18][CH2:19][CH:20]3[CH2:25][CH2:24][NH:23][CH2:22][CH2:21]3)[CH2:14][CH:13]=2)=[CH:8][CH:7]=1)(=[O:5])=[O:4].[CH2:26]([N:28](CC)CC)C.N#CBr, predict the reaction product. The product is: [CH3:2][S:3]([C:6]1[CH:11]=[CH:10][C:9]([C:12]2[CH2:17][CH2:16][CH:15]([O:18][CH2:19][CH:20]3[CH2:21][CH2:22][N:23]([C:26]#[N:28])[CH2:24][CH2:25]3)[CH2:14][CH:13]=2)=[CH:8][CH:7]=1)(=[O:5])=[O:4]. (4) Given the reactants C([O:3][C:4]([C:6]1[C:15](=[O:16])[N:14]2[C:9]([C:10]([CH3:32])=[C:11]([N:18]3[CH2:22][CH2:21][CH:20]([O:23][C:24]([N:26]4[CH2:31][CH2:30][NH:29][CH2:28][CH2:27]4)=[O:25])[CH2:19]3)[C:12]([F:17])=[CH:13]2)=[C:8]([CH:33]2[CH2:35][CH2:34]2)[CH:7]=1)=[O:5])C.O[Li].O.FC(F)(F)C(O)=O, predict the reaction product. The product is: [CH:33]1([C:8]2[CH:7]=[C:6]([C:4]([OH:5])=[O:3])[C:15](=[O:16])[N:14]3[C:9]=2[C:10]([CH3:32])=[C:11]([N:18]2[CH2:22][CH2:21][CH:20]([O:23][C:24]([N:26]4[CH2:31][CH2:30][NH:29][CH2:28][CH2:27]4)=[O:25])[CH2:19]2)[C:12]([F:17])=[CH:13]3)[CH2:35][CH2:34]1. (5) Given the reactants [NH2:1][C:2]1[CH:7]=[CH:6][C:5]([Cl:8])=[CH:4][C:3]=1[S:9][CH2:10][C:11]1[CH:20]=[CH:19][CH:18]=[CH:17][C:12]=1[C:13]([O:15][CH3:16])=[O:14].[O:21]1[C:25]2[CH:26]=[CH:27][CH:28]=[CH:29][C:24]=2[CH:23]=[C:22]1[S:30](Cl)(=[O:32])=[O:31], predict the reaction product. The product is: [O:21]1[C:25]2[CH:26]=[CH:27][CH:28]=[CH:29][C:24]=2[CH:23]=[C:22]1[S:30]([NH:1][C:2]1[CH:7]=[CH:6][C:5]([Cl:8])=[CH:4][C:3]=1[S:9][CH2:10][C:11]1[CH:20]=[CH:19][CH:18]=[CH:17][C:12]=1[C:13]([O:15][CH3:16])=[O:14])(=[O:32])=[O:31]. (6) Given the reactants [CH3:1][S:2](Cl)(=[O:4])=[O:3].[C:6]([NH2:14])([CH2:9][C:10]([CH3:13])([CH3:12])[CH3:11])([CH3:8])[CH3:7].C(N(CC)CC)C.Cl, predict the reaction product. The product is: [CH3:7][C:6]([NH:14][S:2]([CH3:1])(=[O:4])=[O:3])([CH3:8])[CH2:9][C:10]([CH3:13])([CH3:12])[CH3:11].